This data is from Full USPTO retrosynthesis dataset with 1.9M reactions from patents (1976-2016). The task is: Predict the reactants needed to synthesize the given product. (1) Given the product [CH3:1][C:2]1[N:6]=[C:5]([C:7]2[CH:15]=[CH:14][CH:13]=[CH:12][C:8]=2[C:9]([N:16]2[CH2:21][CH2:20][CH2:19][CH2:18][CH:17]2[CH2:22][NH:23][C:24]([N:26]2[C:34]3[C:29](=[CH:30][CH:31]=[CH:32][CH:33]=3)[CH2:28][CH2:27]2)=[O:25])=[O:10])[O:4][N:3]=1, predict the reactants needed to synthesize it. The reactants are: [CH3:1][C:2]1[N:6]=[C:5]([C:7]2[CH:15]=[CH:14][CH:13]=[CH:12][C:8]=2[C:9](Cl)=[O:10])[O:4][N:3]=1.[NH:16]1[CH2:21][CH2:20][CH2:19][CH2:18][CH:17]1[CH2:22][NH:23][C:24]([N:26]1[C:34]2[C:29](=[CH:30][CH:31]=[CH:32][CH:33]=2)[CH2:28][CH2:27]1)=[O:25].C(N(CC)CC)C. (2) The reactants are: [C:1]([N:4]1[C:12]2[C:7](=[CH:8][C:9]([N+:13]([O-:15])=[O:14])=[CH:10][CH:11]=2)[C:6](=[C:16](OCC)[C:17]2[CH:22]=[CH:21][CH:20]=[CH:19][CH:18]=2)C1=O)(=[O:3])C.[CH3:27][N:28]([CH2:30][C:31]1[CH:37]=[CH:36][C:34]([NH2:35])=[CH:33][CH:32]=1)[CH3:29].[OH-].[Na+]. Given the product [CH3:29][N:28]([CH2:30][C:31]1[CH:32]=[CH:33][C:34]([NH:35]/[C:16](=[C:6]2\[C:1](=[O:3])[NH:4][C:12]3[C:7]\2=[CH:8][C:9]([N+:13]([O-:15])=[O:14])=[CH:10][CH:11]=3)/[C:17]2[CH:18]=[CH:19][CH:20]=[CH:21][CH:22]=2)=[CH:36][CH:37]=1)[CH3:27], predict the reactants needed to synthesize it. (3) The reactants are: [Br:1][C:2]1[CH:3]=[C:4]2[C:42](=[CH:43][CH:44]=1)[C:7]1=[CH:8][C:9]3[C:10]([C:32]4[CH:41]=[CH:40][C:39]5[C:34](=[CH:35][CH:36]=[CH:37][CH:38]=5)[CH:33]=4)(O)[C:11]4[CH:12]=[CH:13][CH:14]=[CH:15][C:16]=4[C:17]([C:21]4[CH:30]=[CH:29][C:28]5[C:23](=[CH:24][CH:25]=[CH:26][CH:27]=5)[CH:22]=4)(O)[C:18]=3[CH:19]=[C:6]1[C:5]2([CH3:46])[CH3:45].[PH2]([O-])=O.[Na+]. Given the product [Br:1][C:2]1[CH:3]=[C:4]2[C:42](=[CH:43][CH:44]=1)[C:7]1=[CH:8][C:9]3[C:10]([C:32]4[CH:41]=[CH:40][C:39]5[C:34](=[CH:35][CH:36]=[CH:37][CH:38]=5)[CH:33]=4)=[C:11]4[C:16](=[C:17]([C:21]5[CH:30]=[CH:29][C:28]6[C:23](=[CH:24][CH:25]=[CH:26][CH:27]=6)[CH:22]=5)[C:18]=3[CH:19]=[C:6]1[C:5]2([CH3:46])[CH3:45])[CH:15]=[CH:14][CH:13]=[CH:12]4, predict the reactants needed to synthesize it. (4) The reactants are: CC1C=CC(S(O)(=O)=O)=CC=1.[F:12][C:13]1[CH:18]=[CH:17][CH:16]=[C:15](O)[C:14]=1[NH:20][C:21]([C@@H:23]1[CH2:27][CH:26]([C:28]2[C:29]([N:48]([CH3:53])[S:49]([CH3:52])(=[O:51])=[O:50])=[CH:30][C:31]3[O:35][C:34]([C:36]4[CH:41]=[CH:40][C:39]([F:42])=[CH:38][CH:37]=4)=[C:33]([C:43](=[O:46])[NH:44][CH3:45])[C:32]=3[CH:47]=2)[CH2:25][N:24]1[CH3:54])=[O:22]. Given the product [F:12][C:13]1[C:14]2[N:20]=[C:21]([C@H:23]3[N:24]([CH3:54])[CH2:25][CH:26]([C:28]4[C:29]([N:48]([CH3:53])[S:49]([CH3:52])(=[O:51])=[O:50])=[CH:30][C:31]5[O:35][C:34]([C:36]6[CH:37]=[CH:38][C:39]([F:42])=[CH:40][CH:41]=6)=[C:33]([C:43]([NH:44][CH3:45])=[O:46])[C:32]=5[CH:47]=4)[CH2:27]3)[O:22][C:15]=2[CH:16]=[CH:17][CH:18]=1, predict the reactants needed to synthesize it. (5) The reactants are: [I-].[C:2]([O:6][C:7]([NH:9][C@H:10]([C:16]([NH:18][CH:19]1[CH2:24][CH2:23][N:22]([C:25]2[S:29][N:28]=[C:27]([CH:30]([CH3:32])[CH3:31])[N:26]=2)[CH2:21][CH2:20]1)=[O:17])[CH2:11][CH2:12][S+](C)C)=[O:8])([CH3:5])([CH3:4])[CH3:3].[Li+].C[Si]([N-][Si](C)(C)C)(C)C. Given the product [CH:30]([C:27]1[N:26]=[C:25]([N:22]2[CH2:23][CH2:24][CH:19]([N:18]3[CH2:12][CH2:11][C@H:10]([NH:9][C:7](=[O:8])[O:6][C:2]([CH3:5])([CH3:4])[CH3:3])[C:16]3=[O:17])[CH2:20][CH2:21]2)[S:29][N:28]=1)([CH3:32])[CH3:31], predict the reactants needed to synthesize it. (6) Given the product [Cl:1][C:2]1[CH:3]=[C:4]([C:9]([C:11]2[NH:19][C:14]3=[CH:15][N:16]=[CH:17][CH:18]=[C:13]3[CH:12]=2)=[O:10])[CH:5]=[CH:6][C:7]=1[Cl:8], predict the reactants needed to synthesize it. The reactants are: [Cl:1][C:2]1[CH:3]=[C:4]([CH:9]([C:11]2[NH:19][C:14]3=[CH:15][N:16]=[CH:17][CH:18]=[C:13]3[CH:12]=2)[OH:10])[CH:5]=[CH:6][C:7]=1[Cl:8].